Dataset: Full USPTO retrosynthesis dataset with 1.9M reactions from patents (1976-2016). Task: Predict the reactants needed to synthesize the given product. Given the product [CH3:27][O:26][C:23]1[CH:22]=[CH:21][C:20]([CH2:19][CH2:18][CH2:17][C@H:16]2[C:14](=[O:15])[NH:9][C:30]3[CH:31]=[C:32]([C:33]([O:35][CH2:36][CH3:37])=[O:34])[CH:38]=[CH:39][C:29]=3[S:28]2)=[CH:25][CH:24]=1, predict the reactants needed to synthesize it. The reactants are: C([C@@H]1COC(=O)[N:9]1[C:14]([C@@H:16]([S:28][C:29]1[CH:39]=[CH:38][C:32]([C:33]([O:35][CH2:36][CH3:37])=[O:34])=[CH:31][C:30]=1[N+]([O-])=O)[CH2:17][CH2:18][CH2:19][C:20]1[CH:25]=[CH:24][C:23]([O:26][CH3:27])=[CH:22][CH:21]=1)=[O:15])C1C=CC=CC=1.C(O)C.